This data is from CYP2C19 inhibition data for predicting drug metabolism from PubChem BioAssay. The task is: Regression/Classification. Given a drug SMILES string, predict its absorption, distribution, metabolism, or excretion properties. Task type varies by dataset: regression for continuous measurements (e.g., permeability, clearance, half-life) or binary classification for categorical outcomes (e.g., BBB penetration, CYP inhibition). Dataset: cyp2c19_veith. (1) The drug is C[Si](C)(C)C#Cc1ccccc1NC(=S)Nc1ccccc1. The result is 1 (inhibitor). (2) The compound is CN1CCN(c2ncc3nc(-c4cccc(C#N)c4)c(=O)n(CCC#N)c3n2)CC1. The result is 0 (non-inhibitor). (3) The result is 0 (non-inhibitor). The drug is CC(C)=N[C@H](C(=O)O)C(C)(C)S. (4) The molecule is COc1cc(/C=N/NC(N)=O)c(Br)cc1OCC(=O)Nc1ccccc1C. The result is 1 (inhibitor). (5) The compound is Cn1c(=O)c(-c2cc(F)cc(F)c2)nc2cnc(Oc3ccccc3)nc21. The result is 0 (non-inhibitor). (6) The compound is COC(=O)[C@@]1(Cc2ccc(OC)cc2)[C@H]2c3cc(C(=O)N4CCCC4)n(CCn4cc([N+](=O)[O-])nc4C)c3C[C@H]2CN1C(=O)c1ccccc1. The result is 0 (non-inhibitor). (7) The drug is O=c1onc2cnc3ccccc3n12. The result is 0 (non-inhibitor). (8) The compound is COc1ccc(S(=O)(=O)N2CCCN(CC(=O)Nc3ccc4c(c3)OCO4)CC2)cc1. The result is 1 (inhibitor). (9) The drug is CCCC/C=C/C(NC(=O)CCc1ccccc1)c1ccccc1. The result is 1 (inhibitor). (10) The compound is COc1ccc(-c2csc(N3C(=N)SCC3=O)n2)cc1. The result is 0 (non-inhibitor).